This data is from Forward reaction prediction with 1.9M reactions from USPTO patents (1976-2016). The task is: Predict the product of the given reaction. (1) Given the reactants [CH2:1](N(CC)CC)C.CN(C)C=O.C[Sn](C)(C)C.[C:18]1([CH:24]([C:48]2[CH:53]=[CH:52][CH:51]=[CH:50][CH:49]=2)[N:25]2[C:33]3[C:28](=[CH:29][C:30](Br)=[CH:31][CH:32]=3)[C:27]3([C:46]4[C:37](=[CH:38][C:39]5[O:44][CH2:43][CH2:42][O:41][C:40]=5[CH:45]=4)[O:36][CH2:35]3)[C:26]2=[O:47])[CH:23]=[CH:22][CH:21]=[CH:20][CH:19]=1, predict the reaction product. The product is: [C:18]1([CH:24]([C:48]2[CH:53]=[CH:52][CH:51]=[CH:50][CH:49]=2)[N:25]2[C:33]3[C:28](=[CH:29][C:30]([CH3:1])=[CH:31][CH:32]=3)[C:27]3([C:46]4[C:37](=[CH:38][C:39]5[O:44][CH2:43][CH2:42][O:41][C:40]=5[CH:45]=4)[O:36][CH2:35]3)[C:26]2=[O:47])[CH:23]=[CH:22][CH:21]=[CH:20][CH:19]=1. (2) Given the reactants [CH3:1][O:2][C:3]1[CH:4]=[C:5]([C:11]2[CH2:16][C:15]([CH3:18])([CH3:17])[C:14](=[O:19])[N:13]([C:20]3[CH:21]=[C:22]([CH:26]=[CH:27][CH:28]=3)[C:23]([OH:25])=O)[N:12]=2)[CH:6]=[CH:7][C:8]=1[O:9][CH3:10].[NH:29]1[CH2:34][CH2:33][O:32][CH2:31][CH2:30]1, predict the reaction product. The product is: [CH3:1][O:2][C:3]1[CH:4]=[C:5]([C:11]2[CH2:16][C:15]([CH3:17])([CH3:18])[C:14](=[O:19])[N:13]([C:20]3[CH:28]=[CH:27][CH:26]=[C:22]([C:23]([N:29]4[CH2:34][CH2:33][O:32][CH2:31][CH2:30]4)=[O:25])[CH:21]=3)[N:12]=2)[CH:6]=[CH:7][C:8]=1[O:9][CH3:10]. (3) Given the reactants [Cl:1][C:2]1[CH:7]=[C:6]([Cl:8])[CH:5]=[CH:4][C:3]=1[C:9]1[N:10]2[N:16]=[C:15]([CH3:17])[C:14]([C:18]([O:20]CC)=[O:19])=[C:11]2[O:12][CH:13]=1.[OH-].[Na+], predict the reaction product. The product is: [Cl:1][C:2]1[CH:7]=[C:6]([Cl:8])[CH:5]=[CH:4][C:3]=1[C:9]1[N:10]2[N:16]=[C:15]([CH3:17])[C:14]([C:18]([OH:20])=[O:19])=[C:11]2[O:12][CH:13]=1. (4) The product is: [Cl:38][C:34]1[CH:33]=[C:32]([CH:37]=[CH:36][CH:35]=1)[CH2:31][NH:30][C:26]1[N:25]=[C:24]([C:21]2[N:17]3[CH:18]=[CH:19][N:20]=[C:15]([NH:14][CH:11]4[CH2:10][CH2:9][CH:8]([NH2:7])[CH2:13][CH2:12]4)[C:16]3=[N:23][CH:22]=2)[CH:29]=[CH:28][CH:27]=1. Given the reactants C(OC(=O)[NH:7][CH:8]1[CH2:13][CH2:12][CH:11]([NH:14][C:15]2[C:16]3[N:17]([C:21]([C:24]4[CH:29]=[CH:28][CH:27]=[C:26]([NH:30][CH2:31][C:32]5[CH:37]=[CH:36][CH:35]=[C:34]([Cl:38])[CH:33]=5)[N:25]=4)=[CH:22][N:23]=3)[CH:18]=[CH:19][N:20]=2)[CH2:10][CH2:9]1)(C)(C)C, predict the reaction product. (5) The product is: [ClH:1].[NH2:8][N:9]1[CH2:14][CH2:13][CH2:12][CH:11]([C:15]2[CH:16]=[C:17]([F:23])[C:18]([F:22])=[C:19]([F:21])[CH:20]=2)[C:10]1=[O:24]. Given the reactants [ClH:1].C(OC(=O)[NH:8][N:9]1[CH2:14][CH2:13][CH2:12][CH:11]([C:15]2[CH:20]=[C:19]([F:21])[C:18]([F:22])=[C:17]([F:23])[CH:16]=2)[C:10]1=[O:24])(C)(C)C, predict the reaction product. (6) Given the reactants Cl[C:2]1[CH:7]=[CH:6][CH:5]=[CH:4][N:3]=1.[O:8]=[S:9]1(=[O:26])[CH2:14][CH2:13][N:12]2[CH:15]=[CH:16][CH:17]=[C:18]([C:19]3[CH:24]=[CH:23][C:22]([OH:25])=[CH:21][CH:20]=3)[C:11]2=[N:10]1.C(=O)([O-])[O-].[K+].[K+], predict the reaction product. The product is: [N:3]1[CH:4]=[CH:5][CH:6]=[CH:7][C:2]=1[O:25][C:22]1[CH:21]=[CH:20][C:19]([C:18]2[C:11]3=[N:10][S:9](=[O:26])(=[O:8])[CH2:14][CH2:13][N:12]3[CH:15]=[CH:16][CH:17]=2)=[CH:24][CH:23]=1. (7) The product is: [CH3:12][N:11]1[C:10]([NH:9][C:7]2[CH:6]=[CH:5][N:4]=[C:3]([S:2][CH3:1])[N:8]=2)=[CH:18][C:17]([C:19]2[CH:20]=[CH:21][CH:22]=[CH:23][CH:24]=2)=[CH:16][C:15]1=[O:25]. Given the reactants [CH3:1][S:2][C:3]1[N:8]=[C:7]([N:9]2CC[CH2:12][N:11]3[C:15](=[O:25])[CH:16]=[C:17]([C:19]4[CH:24]=[CH:23][CH:22]=[CH:21][CH:20]=4)[CH:18]=[C:10]23)[CH:6]=[CH:5][N:4]=1.NC1N(C)C(=O)C=C(C2C=CC=CC=2)C=1.CC(C)([O-])C.[Na+].C1C=CC(P(C2C(C3C(P(C4C=CC=CC=4)C4C=CC=CC=4)=CC=C4C=3C=CC=C4)=C3C(C=CC=C3)=CC=2)C2C=CC=CC=2)=CC=1.ClC1C=CN=C(SC)N=1, predict the reaction product. (8) Given the reactants [N+:1]([C:4]1[CH:5]=[CH:6][C:7]([S:10]([NH:13][C:14]2[CH:23]=[C:22]3[C:17]([C:18]([CH3:30])=[C:19]([CH2:25][C:26]([O:28]C)=[O:27])[C:20](=[O:24])[O:21]3)=[CH:16][CH:15]=2)(=[O:12])=[O:11])=[N:8][CH:9]=1)([O-:3])=[O:2].Cl, predict the reaction product. The product is: [N+:1]([C:4]1[CH:5]=[CH:6][C:7]([S:10]([NH:13][C:14]2[CH:23]=[C:22]3[C:17]([C:18]([CH3:30])=[C:19]([CH2:25][C:26]([OH:28])=[O:27])[C:20](=[O:24])[O:21]3)=[CH:16][CH:15]=2)(=[O:11])=[O:12])=[N:8][CH:9]=1)([O-:3])=[O:2]. (9) Given the reactants C[O:2][C:3]([C:5]1[CH:6]=[CH:7][CH:8]=[C:9]2[C:14]=1[NH:13][CH:12]([C:15]1[CH:20]=[CH:19][CH:18]=[C:17]([N:21]3[CH2:26][CH2:25][O:24][CH2:23][CH2:22]3)[CH:16]=1)[CH2:11][C:10]2([CH3:28])[CH3:27])=[O:4].[OH-].[Na+].Cl, predict the reaction product. The product is: [CH3:27][C:10]1([CH3:28])[C:9]2[C:14](=[C:5]([C:3]([OH:4])=[O:2])[CH:6]=[CH:7][CH:8]=2)[NH:13][CH:12]([C:15]2[CH:20]=[CH:19][CH:18]=[C:17]([N:21]3[CH2:26][CH2:25][O:24][CH2:23][CH2:22]3)[CH:16]=2)[CH2:11]1.